Dataset: Full USPTO retrosynthesis dataset with 1.9M reactions from patents (1976-2016). Task: Predict the reactants needed to synthesize the given product. (1) Given the product [C:6]([NH2:8])(=[O:7])[C:5]1[CH:26]=[CH:27][CH:2]=[N:3][CH:4]=1, predict the reactants needed to synthesize it. The reactants are: Cl[C:2]1[CH:27]=[CH:26][C:5]([C:6]([NH:8]C2C=CC(Cl)=C(NC(=O)C3C=CC(Cl)=CC=3)C=2)=[O:7])=[CH:4][N:3]=1.C[C@H]1CNC[C@@H](C)N1. (2) Given the product [CH:11]1[C:12]2[C:17](=[CH:16][CH:15]=[CH:14][CH:13]=2)[CH:18]=[CH:19][C:10]=1[CH2:9][C:4]1[O:3][C:2]([CH3:1])=[C:6]([CH3:7])[CH:5]=1, predict the reactants needed to synthesize it. The reactants are: [CH3:1][C:2]1[O:3][CH:4]=[CH:5][C:6]=1[CH3:7].Br[CH2:9][C:10]1[CH:19]=[CH:18][C:17]2[C:12](=[CH:13][CH:14]=[CH:15][CH:16]=2)[CH:11]=1. (3) Given the product [CH2:8]([O:10][C@@H:11]1[C@H:15]([OH:16])[C@H:14]([C@H:19]([OH:18])[CH:20]=[CH2:21])[O:13][C:12]1=[O:24])[CH3:9], predict the reactants needed to synthesize it. The reactants are: C(O)(C(F)(F)F)=O.[CH2:8]([O:10][C@@H:11]1[C@@H:15]2[O:16]C(C)(C)[O:18][C@H:19]([CH:20]=[CH2:21])[C@@H:14]2[O:13][C:12]1=[O:24])[CH3:9]. (4) Given the product [C:1]([N:3]=[C:4]([N:13]1[CH2:18][CH2:17][NH:16][CH2:15][CH:14]1[CH:22]([CH3:24])[CH3:23])[NH:5][C:6]1[CH:11]=[CH:10][CH:9]=[CH:8][C:7]=1[CH3:12])#[N:2], predict the reactants needed to synthesize it. The reactants are: [C:1]([N:3]=[C:4]([N:13]1[CH2:18][CH2:17][N:16](C([O-])=O)[CH2:15][CH:14]1[CH:22]([CH3:24])[CH3:23])[NH:5][C:6]1[CH:11]=[CH:10][CH:9]=[CH:8][C:7]=1[CH3:12])#[N:2].[H][H]. (5) Given the product [CH3:1][O:2][C:3]([CH3:31])([CH3:30])[C@H:4]([C:24]1[CH:29]=[CH:28][CH:27]=[CH:26][CH:25]=1)[NH2:5], predict the reactants needed to synthesize it. The reactants are: [CH3:1][O:2][C:3]([CH3:31])([CH3:30])[C@H:4]([C:24]1[CH:29]=[CH:28][CH:27]=[CH:26][CH:25]=1)[N:5](CC1C=CC(OC)=CC=1)CC1C=CC(OC)=CC=1. (6) Given the product [ClH:24].[CH3:20][NH:21][CH:14]1[CH2:13][CH2:12][C:11]2([C:2]3[CH:3]=[CH:4][C:5]4[C:10](=[CH:9][CH:8]=[CH:7][CH:6]=4)[CH:1]=3)[CH:15]1[CH2:16]2.[ClH:24].[CH2:25]([O:26][CH2:1][CH3:2])[CH3:20], predict the reactants needed to synthesize it. The reactants are: [CH:1]1[C:10]2[C:5](=[CH:6][CH:7]=[CH:8][CH:9]=2)[CH:4]=[CH:3][C:2]=1[C:11]12[CH2:16][CH:15]1[C:14](=O)[CH2:13][CH2:12]2.CN.[C:20]([BH3-])#[N:21].[Na+].[ClH:24].[CH3:25][OH:26]. (7) Given the product [Br:12][C:13]1[CH:18]=[CH:17][C:16]([C:19]2[N:31]([CH3:32])[C:22]3=[N:23][CH:24]=[C:25]([C:27]([F:29])([F:30])[F:28])[CH:26]=[C:21]3[N:20]=2)=[C:15]([S:33]([CH2:34][CH3:35])=[O:9])[CH:14]=1, predict the reactants needed to synthesize it. The reactants are: ClC1C=CC=C(C(OO)=[O:9])C=1.[Br:12][C:13]1[CH:18]=[CH:17][C:16]([C:19]2[N:31]([CH3:32])[C:22]3=[N:23][CH:24]=[C:25]([C:27]([F:30])([F:29])[F:28])[CH:26]=[C:21]3[N:20]=2)=[C:15]([S:33][CH2:34][CH3:35])[CH:14]=1.C(=O)([O-])O.[Na+].S([O-])([O-])(=O)=S.[Na+].[Na+]. (8) Given the product [Cl:1][C:2]1[N:11]=[C:10]([NH:28][CH2:29][C:30]2[CH:31]=[CH:32][C:33]([C:34]([O:36][CH3:37])=[O:35])=[CH:38][CH:39]=2)[C:9]2[C:4](=[CH:5][CH:6]=[CH:7][C:8]=2[C:13]2[CH:18]=[CH:17][CH:16]=[CH:15][CH:14]=2)[N:3]=1, predict the reactants needed to synthesize it. The reactants are: [Cl:1][C:2]1[N:11]=[C:10](Cl)[C:9]2[C:4](=[CH:5][CH:6]=[CH:7][C:8]=2[C:13]2[CH:18]=[CH:17][CH:16]=[CH:15][CH:14]=2)[N:3]=1.C(N(C(C)C)CC)(C)C.[NH2:28][CH2:29][C:30]1[CH:39]=[CH:38][C:33]([C:34]([O:36][CH3:37])=[O:35])=[CH:32][CH:31]=1.